From a dataset of Forward reaction prediction with 1.9M reactions from USPTO patents (1976-2016). Predict the product of the given reaction. (1) Given the reactants [CH3:1][C:2]([CH:4]1[C:9]([CH3:11])([CH3:10])[CH2:8][CH:7]=[CH:6][CH:5]1[CH3:12])=[O:3].C1(C)C=CC(S(O)(=O)=O)=CC=1, predict the reaction product. The product is: [CH3:1][C:2]([C@@H:4]1[C:9]([CH3:11])([CH3:10])[CH2:8][CH:7]=[CH:6][C@H:5]1[CH3:12])=[O:3].[CH3:1][C:2]([CH:4]1[C:9]([CH3:11])([CH3:10])[CH2:8][CH:7]=[CH:6][CH:5]1[CH3:12])=[O:3]. (2) Given the reactants [CH2:1]([S:3]([OH:6])(=[O:5])=[O:4])[CH3:2].[CH3:7][N:8]([CH2:15][CH2:16][O:17][C:18]1[CH:31]=[CH:30][C:21]([CH2:22][CH:23]2[S:27][C:26](=[O:28])[NH:25][C:24]2=[O:29])=[CH:20][CH:19]=1)[C:9]1[CH:14]=[CH:13][CH:12]=[CH:11][N:10]=1, predict the reaction product. The product is: [CH2:1]([S:3]([OH:6])(=[O:5])=[O:4])[CH3:2].[CH3:7][N:8]([CH2:15][CH2:16][O:17][C:18]1[CH:31]=[CH:30][C:21]([CH2:22][CH:23]2[S:27][C:26](=[O:28])[NH:25][C:24]2=[O:29])=[CH:20][CH:19]=1)[C:9]1[CH:14]=[CH:13][CH:12]=[CH:11][N:10]=1. (3) Given the reactants C([O:4][CH:5]([C:7]1[N+:8]([O-:18])=[CH:9][C:10]2[C:15]([C:16]=1[Br:17])=[CH:14][CH:13]=[CH:12][CH:11]=2)[CH3:6])(=O)C.C(=O)([O-])[O-].[K+].[K+], predict the reaction product. The product is: [Br:17][C:16]1[C:15]2[C:10](=[CH:11][CH:12]=[CH:13][CH:14]=2)[CH:9]=[N+:8]([O-:18])[C:7]=1[CH:5]([OH:4])[CH3:6]. (4) Given the reactants [OH:1][C:2]1[CH:3]=[C:4]([C:13]([OH:15])=[O:14])[CH:5]=[C:6]([NH:8][C:9](=[NH:12])SC)[CH:7]=1.N[C:17]([NH2:20])([CH3:19])C.Cl.[CH3:22]N(C=O)C, predict the reaction product. The product is: [OH:1][C:2]1[CH:3]=[C:4]([CH:5]=[C:6]([NH:8][C:9]2[NH:20][CH2:17][CH2:19][CH2:22][N:12]=2)[CH:7]=1)[C:13]([OH:15])=[O:14]. (5) The product is: [Cl:1][C:2]1[CH:3]=[CH:4][C:5]([C:8]2[S:12][C:11]3[C:13](=[O:15])[N:19]([CH2:21][C:34]4[CH:33]=[CH:32][CH:31]=[C:30]([O:29][CH:26]5[CH2:27][CH2:28][N:23]([CH3:22])[CH2:24][CH2:25]5)[N:35]=4)[CH:18]=[N:17][C:10]=3[CH:9]=2)=[CH:6][CH:7]=1. Given the reactants [Cl:1][C:2]1[CH:7]=[CH:6][C:5]([C:8]2[S:12][C:11]([C:13]([O:15]C)=O)=[C:10](/[N:17]=[CH:18]/[N:19]([CH3:21])C)[CH:9]=2)=[CH:4][CH:3]=1.[CH3:22][N:23]1[CH2:28][CH2:27][CH:26]([O:29][C:30]2[N:35]=[C:34](CN)[CH:33]=[CH:32][CH:31]=2)[CH2:25][CH2:24]1.C1(O)C=CC=CC=1, predict the reaction product. (6) Given the reactants C([N:8]1[CH2:12][CH2:11][CH:10]([NH:13][C:14]2[N:23]=[C:22]([N:24]([CH3:26])[CH3:25])[C:21]3[C:16](=[CH:17][CH:18]=[CH:19][CH:20]=3)[N:15]=2)[CH2:9]1)C1C=CC=CC=1, predict the reaction product. The product is: [CH3:25][N:24]([CH3:26])[C:22]1[C:21]2[C:16](=[CH:17][CH:18]=[CH:19][CH:20]=2)[N:15]=[C:14]([NH:13][CH:10]2[CH2:11][CH2:12][NH:8][CH2:9]2)[N:23]=1.